Dataset: NCI-60 drug combinations with 297,098 pairs across 59 cell lines. Task: Regression. Given two drug SMILES strings and cell line genomic features, predict the synergy score measuring deviation from expected non-interaction effect. (1) Drug 1: C1=CC(=CC=C1C#N)C(C2=CC=C(C=C2)C#N)N3C=NC=N3. Drug 2: C1=CN(C=N1)CC(O)(P(=O)(O)O)P(=O)(O)O. Cell line: SF-295. Synergy scores: CSS=5.23, Synergy_ZIP=-0.916, Synergy_Bliss=-0.610, Synergy_Loewe=1.63, Synergy_HSA=0.184. (2) Drug 1: C1CC(=O)NC(=O)C1N2CC3=C(C2=O)C=CC=C3N. Drug 2: C1CC(C1)(C(=O)O)C(=O)O.[NH2-].[NH2-].[Pt+2]. Cell line: UACC62. Synergy scores: CSS=31.6, Synergy_ZIP=-9.64, Synergy_Bliss=-1.89, Synergy_Loewe=-5.89, Synergy_HSA=-0.277. (3) Drug 1: CC1=C2C(C(=O)C3(C(CC4C(C3C(C(C2(C)C)(CC1OC(=O)C(C(C5=CC=CC=C5)NC(=O)C6=CC=CC=C6)O)O)OC(=O)C7=CC=CC=C7)(CO4)OC(=O)C)O)C)OC(=O)C. Drug 2: CCC1=C2N=C(C=C(N2N=C1)NCC3=C[N+](=CC=C3)[O-])N4CCCCC4CCO. Cell line: HCT116. Synergy scores: CSS=66.8, Synergy_ZIP=-0.287, Synergy_Bliss=-1.30, Synergy_Loewe=-1.32, Synergy_HSA=2.35. (4) Drug 1: C1=CC(=C2C(=C1NCCNCCO)C(=O)C3=C(C=CC(=C3C2=O)O)O)NCCNCCO. Drug 2: COCCOC1=C(C=C2C(=C1)C(=NC=N2)NC3=CC=CC(=C3)C#C)OCCOC.Cl. Cell line: RPMI-8226. Synergy scores: CSS=44.6, Synergy_ZIP=7.09, Synergy_Bliss=8.13, Synergy_Loewe=-18.2, Synergy_HSA=7.95. (5) Drug 2: C1CC(C1)(C(=O)O)C(=O)O.[NH2-].[NH2-].[Pt+2]. Cell line: SK-MEL-5. Drug 1: C1=NC2=C(N=C(N=C2N1C3C(C(C(O3)CO)O)O)F)N. Synergy scores: CSS=14.5, Synergy_ZIP=-5.20, Synergy_Bliss=0.352, Synergy_Loewe=-4.18, Synergy_HSA=1.90.